Task: Predict the product of the given reaction.. Dataset: Forward reaction prediction with 1.9M reactions from USPTO patents (1976-2016) (1) Given the reactants [Cl:1][C:2]1[N:7]=[CH:6][N:5]=[C:4]([NH:8][C@@H:9]2[CH2:13][C@H:12]([CH2:14][OH:15])[C@@H:11]([OH:16])[C@H:10]2[OH:17])[C:3]=1[CH2:18][CH:19](OCC)OCC.Cl, predict the reaction product. The product is: [Cl:1][C:2]1[C:3]2[CH:18]=[CH:19][N:8]([C@@H:9]3[CH2:13][C@H:12]([CH2:14][OH:15])[C@@H:11]([OH:16])[C@H:10]3[OH:17])[C:4]=2[N:5]=[CH:6][N:7]=1. (2) Given the reactants [C:1]([O:5][C:6]([N:8]1[CH2:12][C@@H:11]([CH2:13][N:14]([CH:31]([CH3:33])[CH3:32])[C:15](=[O:30])[C:16]2[CH:21]=[CH:20][C:19]([O:22][CH3:23])=[C:18]([O:24][CH2:25][CH2:26][CH2:27][O:28][CH3:29])[CH:17]=2)[C@H:10]([NH2:34])[CH2:9]1)=[O:7])([CH3:4])([CH3:3])[CH3:2].CCN(C(C)C)C(C)C.[CH2:44]([NH:51][C:52]([CH2:54]N([CH2:54][C:52](=[O:53])[NH:51][CH2:44][C:45]1[CH:50]=[CH:49][CH:48]=[CH:47][CH:46]=1)[C@@H]1CNC[C@H]1CN(C(C)C)C(=O)C1C=CC(OC)=C(OCCCOC)C=1)=[O:53])[C:45]1[CH:50]=[CH:49][CH:48]=[CH:47][CH:46]=1.C([O-])(O)=O.[Na+], predict the reaction product. The product is: [C:1]([O:5][C:6]([N:8]1[CH2:12][C@@H:11]([CH2:13][N:14]([CH:31]([CH3:32])[CH3:33])[C:15](=[O:30])[C:16]2[CH:21]=[CH:20][C:19]([O:22][CH3:23])=[C:18]([O:24][CH2:25][CH2:26][CH2:27][O:28][CH3:29])[CH:17]=2)[C@H:10]([NH:34][CH2:54][C:52](=[O:53])[NH:51][CH2:44][C:45]2[CH:50]=[CH:49][CH:48]=[CH:47][CH:46]=2)[CH2:9]1)=[O:7])([CH3:3])([CH3:4])[CH3:2]. (3) Given the reactants C([Li])CCC.C(N(CC)C(C)C)(C)C.[O:15]1[CH2:20][CH2:19][CH:18]([CH2:21][C:22]([O:24][CH3:25])=[O:23])[CH2:17][CH2:16]1.Cl[Si](C)(C)C.[Br:31]N1C(=O)CCC1=O, predict the reaction product. The product is: [Br:31][CH:21]([CH:18]1[CH2:19][CH2:20][O:15][CH2:16][CH2:17]1)[C:22]([O:24][CH3:25])=[O:23]. (4) Given the reactants [CH:1]1([CH2:7][C:8]2[N:9]=[N:10][N:11]([C@@H:13]3[C@H:17]4[O:18][CH2:19][C@H:20]([NH2:21])[C@H:16]4[O:15][CH2:14]3)[CH:12]=2)[CH2:6][CH2:5][CH2:4][CH2:3][CH2:2]1.[CH3:22][O:23][C:24]([C:26]1[CH:27]=[C:28]([CH:32]=[CH:33][CH:34]=1)[C:29](O)=[O:30])=[O:25], predict the reaction product. The product is: [CH:1]1([CH2:7][C:8]2[N:9]=[N:10][N:11]([C@@H:13]3[C@H:17]4[O:18][CH2:19][C@H:20]([NH:21][C:29]([C:28]5[CH:27]=[C:26]([CH:34]=[CH:33][CH:32]=5)[C:24]([O:23][CH3:22])=[O:25])=[O:30])[C@H:16]4[O:15][CH2:14]3)[CH:12]=2)[CH2:2][CH2:3][CH2:4][CH2:5][CH2:6]1. (5) Given the reactants [NH:1]1[CH2:5][CH2:4][C@H:3]([NH:6][C:7]2[C:12]([C:13]3[N:14]=[C:15]4[CH:21]=[CH:20][N:19]([CH2:22][O:23][CH2:24][CH2:25][Si:26]([CH3:29])([CH3:28])[CH3:27])[C:16]4=[N:17][CH:18]=3)=[CH:11][CH:10]=[CH:9][N:8]=2)[CH2:2]1.[CH3:30][S:31](Cl)(=[O:33])=[O:32].CCN(C(C)C)C(C)C, predict the reaction product. The product is: [CH3:30][S:31]([N:1]1[CH2:5][CH2:4][C@H:3]([NH:6][C:7]2[C:12]([C:13]3[N:14]=[C:15]4[CH:21]=[CH:20][N:19]([CH2:22][O:23][CH2:24][CH2:25][Si:26]([CH3:29])([CH3:28])[CH3:27])[C:16]4=[N:17][CH:18]=3)=[CH:11][CH:10]=[CH:9][N:8]=2)[CH2:2]1)(=[O:33])=[O:32]. (6) Given the reactants [Cl:1][C:2]1[C:7]([F:8])=[CH:6][CH:5]=[C:4]([Cl:9])[C:3]=1[CH:10]([O:12][C:13]1[C:14]([NH2:20])=[N:15][CH:16]=[C:17](I)[CH:18]=1)[CH3:11].[CH3:21][O:22][C:23](=[O:41])[C:24]([CH3:40])([N:26]1[CH:30]=[C:29](B2OC(C)(C)C(C)(C)O2)[CH:28]=[N:27]1)[CH3:25].[F-].[Cs+], predict the reaction product. The product is: [CH3:21][O:22][C:23](=[O:41])[C:24]([N:26]1[CH:30]=[C:29]([C:17]2[CH:16]=[N:15][C:14]([NH2:20])=[C:13]([O:12][CH:10]([C:3]3[C:4]([Cl:9])=[CH:5][CH:6]=[C:7]([F:8])[C:2]=3[Cl:1])[CH3:11])[CH:18]=2)[CH:28]=[N:27]1)([CH3:40])[CH3:25].